Dataset: Full USPTO retrosynthesis dataset with 1.9M reactions from patents (1976-2016). Task: Predict the reactants needed to synthesize the given product. (1) Given the product [CH3:1][C:2]1[CH:7]=[C:6]([N+:8]([O-:10])=[O:9])[CH:5]=[CH:4][C:3]=1[N:11]=[C:12]1[N:16]([C:17](=[O:20])[CH2:18][CH3:19])[CH2:15][CH2:14][S:13]1, predict the reactants needed to synthesize it. The reactants are: [CH3:1][C:2]1[CH:7]=[C:6]([N+:8]([O-:10])=[O:9])[CH:5]=[CH:4][C:3]=1[N:11]=[C:12]1[NH:16][CH2:15][CH2:14][S:13]1.[C:17](Cl)(=[O:20])[CH2:18][CH3:19].CCN(CC)CC. (2) The reactants are: Cl.Cl.Cl.[F:4][C:5]1[CH:29]=[CH:28][CH:27]=[CH:26][C:6]=1[CH2:7][C:8]1[N:12]2[N:13]=[CH:14][CH:15]=[CH:16][C:11]2=[C:10]([C:17]2[N:22]=[C:21]([NH2:23])[C:20]([NH2:24])=[C:19]([NH2:25])[N:18]=2)[N:9]=1.Cl[C:31]([O:33][CH2:34][CH2:35][Cl:36])=[O:32]. Given the product [NH2:25][C:19]1[C:20]([NH:24][C:31](=[O:32])[O:33][CH2:34][CH2:35][Cl:36])=[C:21]([NH2:23])[N:22]=[C:17]([C:10]2[N:9]=[C:8]([CH2:7][C:6]3[CH:26]=[CH:27][CH:28]=[CH:29][C:5]=3[F:4])[N:12]3[C:11]=2[CH:16]=[CH:15][CH:14]=[N:13]3)[N:18]=1, predict the reactants needed to synthesize it. (3) Given the product [I:1][C:2]1[CH:3]=[C:4]([C:12]2[N:16]=[C:15](/[CH:17]=[CH:18]/[C:19]3[CH:20]=[CH:21][C:22]([CH3:25])=[CH:23][CH:24]=3)[O:14][N:13]=2)[CH:5]=[CH:6][C:7]=1[OH:8], predict the reactants needed to synthesize it. The reactants are: [I:1][C:2]1[CH:3]=[C:4]([C:12]2[N:16]=[C:15](/[CH:17]=[CH:18]/[C:19]3[CH:24]=[CH:23][C:22]([CH3:25])=[CH:21][CH:20]=3)[O:14][N:13]=2)[CH:5]=[CH:6][C:7]=1[O:8]C(C)C.ClC1C=C(C2ON=C(C3C=CC(OC(C)C)=C(I)C=3)N=2)C=CC=1OCCC. (4) Given the product [N:15]1([CH2:14][CH2:13][N:7]2[CH:6]=[C:5]3[C:9]([CH:10]=[CH:11][CH:12]=[C:4]3[NH2:1])=[N:8]2)[CH2:16][CH2:17][CH2:18][CH2:19]1, predict the reactants needed to synthesize it. The reactants are: [N+:1]([C:4]1[C:5]2[C:9]([CH:10]=[CH:11][CH:12]=1)=[N:8][N:7]([CH2:13][CH2:14][N:15]1[CH2:19][CH2:18][CH2:17][CH2:16]1)[CH:6]=2)([O-])=O.[Cl-].[NH4+]. (5) Given the product [Cl:23][C:21]1[CH:20]=[CH:19][C:18]([O:24][CH2:25][CH:26]2[CH2:31][CH2:30][CH2:29][CH2:28][CH2:27]2)=[C:17]([C:12]2[N:11]([C:7]3[CH:6]=[C:5]([CH:10]=[CH:9][CH:8]=3)[C:4]([OH:32])=[O:3])[C:15]([CH3:16])=[CH:14][CH:13]=2)[CH:22]=1, predict the reactants needed to synthesize it. The reactants are: C([O:3][C:4](=[O:32])[C:5]1[CH:10]=[CH:9][CH:8]=[C:7]([N:11]2[C:15]([CH3:16])=[CH:14][CH:13]=[C:12]2[C:17]2[CH:22]=[C:21]([Cl:23])[CH:20]=[CH:19][C:18]=2[O:24][CH2:25][CH:26]2[CH2:31][CH2:30][CH2:29][CH2:28][CH2:27]2)[CH:6]=1)C. (6) The reactants are: [C:1]([O:5][C:6]([N:8]1[CH2:13][CH2:12][C:11](=[O:14])[CH2:10][CH2:9]1)=[O:7])([CH3:4])([CH3:3])[CH3:2].CO[CH:17](OC)[N:18]([CH3:20])[CH3:19].CN(C)C=O. Given the product [C:1]([O:5][C:6]([N:8]1[CH2:9][CH2:10][C:11](=[O:14])[C:12](=[CH:17][N:18]([CH3:20])[CH3:19])[CH2:13]1)=[O:7])([CH3:4])([CH3:2])[CH3:3], predict the reactants needed to synthesize it. (7) Given the product [CH2:16]([O:15][C:13]1[O:5][C:4](=[O:6])[C:3]2[CH:7]=[C:8]([CH3:11])[CH:9]=[CH:10][C:2]=2[N:1]=1)[CH2:17][CH3:18], predict the reactants needed to synthesize it. The reactants are: [NH2:1][C:2]1[CH:10]=[CH:9][C:8]([CH3:11])=[CH:7][C:3]=1[C:4]([OH:6])=[O:5].Cl[C:13]([O:15][CH2:16][CH2:17][CH3:18])=O. (8) Given the product [CH2:5]([O:8][C:9]1[C:21]([C:22]([F:24])([F:25])[F:23])=[CH:20][CH:19]=[C:18]([CH2:26][O:27][C:28]2[CH:33]=[CH:32][C:31]([C:34]3[CH:39]=[CH:38][C:37]([CH:40]([C:41]([O:43][CH2:44][CH:45]=[CH2:46])=[O:42])[CH3:3])=[C:36]([Cl:47])[CH:35]=3)=[CH:30][CH:29]=2)[C:10]=1[C:11]([O:13][C:14]([CH3:17])([CH3:16])[CH3:15])=[O:12])[CH:6]=[CH2:7], predict the reactants needed to synthesize it. The reactants are: [OH-].[Na+].[CH3:3]I.[CH2:5]([O:8][C:9]1[C:21]([C:22]([F:25])([F:24])[F:23])=[CH:20][CH:19]=[C:18]([CH2:26][O:27][C:28]2[CH:33]=[CH:32][C:31]([C:34]3[CH:39]=[CH:38][C:37]([CH2:40][C:41]([O:43][CH2:44][CH:45]=[CH2:46])=[O:42])=[C:36]([Cl:47])[CH:35]=3)=[CH:30][CH:29]=2)[C:10]=1[C:11]([O:13][C:14]([CH3:17])([CH3:16])[CH3:15])=[O:12])[CH:6]=[CH2:7]. (9) Given the product [Br:1][C:2]1[N:3]([C:12]2[C:21]3[C:16](=[CH:17][CH:18]=[CH:19][CH:20]=3)[C:15]([CH:22]3[CH2:24][CH2:23]3)=[CH:14][CH:13]=2)[C:4]([S:7][CH2:8][C:9]([NH:27][OH:25])=[O:11])=[N:5][N:6]=1, predict the reactants needed to synthesize it. The reactants are: [Br:1][C:2]1[N:3]([C:12]2[C:21]3[C:16](=[CH:17][CH:18]=[CH:19][CH:20]=3)[C:15]([CH:22]3[CH2:24][CH2:23]3)=[CH:14][CH:13]=2)[C:4]([S:7][CH2:8][C:9]([OH:11])=O)=[N:5][N:6]=1.[OH-:25].[Na+].[NH2:27]O.O. (10) Given the product [CH2:28]([O:27][C:25](=[O:26])[CH2:24][N:19]1[CH:20]=[CH:21][C:16]([N:3]2[CH:4]=[C:5]([C:7]#[C:8][C:9]3[CH:10]=[C:11]([CH3:15])[CH:12]=[CH:13][CH:14]=3)[N:6]=[C:2]2[CH3:1])=[CH:17][C:18]1=[O:22])[CH3:29], predict the reactants needed to synthesize it. The reactants are: [CH3:1][C:2]1[N:3]([C:16]2[CH:21]=[CH:20][NH:19][C:18](=[O:22])[CH:17]=2)[CH:4]=[C:5]([C:7]#[C:8][C:9]2[CH:10]=[C:11]([CH3:15])[CH:12]=[CH:13][CH:14]=2)[N:6]=1.Br[CH2:24][C:25]([O:27][CH2:28][CH3:29])=[O:26].